Dataset: Forward reaction prediction with 1.9M reactions from USPTO patents (1976-2016). Task: Predict the product of the given reaction. (1) Given the reactants C[O:2][C:3](=[O:30])[CH2:4][O:5][C:6]1[CH:15]=[CH:14][C:13]([Cl:16])=[C:12]2[C:7]=1[C:8]([O:26][CH:27]([F:29])[F:28])=[C:9]([CH2:18][C:19]1[CH:24]=[CH:23][C:22]([Cl:25])=[CH:21][CH:20]=1)[C:10]([CH3:17])=[N:11]2.CO.[OH-].[Li+], predict the reaction product. The product is: [Cl:16][C:13]1[CH:14]=[CH:15][C:6]([O:5][CH2:4][C:3]([OH:30])=[O:2])=[C:7]2[C:12]=1[N:11]=[C:10]([CH3:17])[C:9]([CH2:18][C:19]1[CH:20]=[CH:21][C:22]([Cl:25])=[CH:23][CH:24]=1)=[C:8]2[O:26][CH:27]([F:29])[F:28]. (2) Given the reactants [CH3:1][C:2]1[CH:7]=C[CH:5]=[CH:4][C:3]=1P([C:3]1[CH:4]=[CH:5]C=[CH:7][C:2]=1[CH3:1])[C:3]1[CH:4]=[CH:5]C=[CH:7][C:2]=1[CH3:1].II.Br[CH2:26][C:27]1[CH:32]=[C:31]([O:33][CH3:34])[C:30]([Cl:35])=[CH:29][C:28]=1[O:36][CH3:37].[C:38]([O-:41])([O-])=O.[Cs+].[Cs+].[ClH:44].[CH3:45][OH:46].[CH2:47](Cl)Cl, predict the reaction product. The product is: [Cl:44]/[C:4](=[CH:5]/[CH2:26][C:27]1[CH:32]=[C:31]([O:33][CH3:34])[C:30]([Cl:35])=[CH:29][C:28]=1[O:36][CH3:37])/[CH2:3][C:2]1[CH:1]=[C:38]([OH:41])[CH:47]=[C:45]([OH:46])[CH:7]=1. (3) Given the reactants [F:1][C:2]1[CH:3]=[C:4]([C:9]2[CH2:10][CH2:11][CH2:12][C:13]3[CH:25]=[C:24]([OH:26])[CH:23]=[CH:22][C:14]=3[C:15]=2[CH2:16][CH2:17][CH2:18][CH2:19][CH2:20]O)[CH:5]=[CH:6][C:7]=1[OH:8].C1(P(C2C=CC=CC=2)C2C=CC=CC=2)C=CC=CC=1.C(Br)(Br)(Br)[Br:47], predict the reaction product. The product is: [Br:47][CH2:20][CH2:19][CH2:18][CH2:17][CH2:16][C:15]1[C:14]2[CH:22]=[CH:23][C:24]([OH:26])=[CH:25][C:13]=2[CH2:12][CH2:11][CH2:10][C:9]=1[C:4]1[CH:5]=[CH:6][C:7]([OH:8])=[C:2]([F:1])[CH:3]=1.